From a dataset of Merck oncology drug combination screen with 23,052 pairs across 39 cell lines. Regression. Given two drug SMILES strings and cell line genomic features, predict the synergy score measuring deviation from expected non-interaction effect. (1) Synergy scores: synergy=-1.19. Drug 1: CC1(c2nc3c(C(N)=O)cccc3[nH]2)CCCN1. Cell line: A2058. Drug 2: CCC1(O)C(=O)OCc2c1cc1n(c2=O)Cc2cc3c(CN(C)C)c(O)ccc3nc2-1. (2) Drug 1: COc1cc(C2c3cc4c(cc3C(OC3OC5COC(C)OC5C(O)C3O)C3COC(=O)C23)OCO4)cc(OC)c1O. Drug 2: COC1=C2CC(C)CC(OC)C(O)C(C)C=C(C)C(OC(N)=O)C(OC)C=CC=C(C)C(=O)NC(=CC1=O)C2=O. Cell line: HCT116. Synergy scores: synergy=-0.589. (3) Drug 1: N.N.O=C(O)C1(C(=O)O)CCC1.[Pt]. Drug 2: CNC(=O)c1cc(Oc2ccc(NC(=O)Nc3ccc(Cl)c(C(F)(F)F)c3)cc2)ccn1. Cell line: NCIH1650. Synergy scores: synergy=-11.7. (4) Drug 1: COc1cccc2c1C(=O)c1c(O)c3c(c(O)c1C2=O)CC(O)(C(=O)CO)CC3OC1CC(N)C(O)C(C)O1. Drug 2: CC1(c2nc3c(C(N)=O)cccc3[nH]2)CCCN1. Cell line: LNCAP. Synergy scores: synergy=10.00. (5) Drug 1: COC1=C2CC(C)CC(OC)C(O)C(C)C=C(C)C(OC(N)=O)C(OC)C=CC=C(C)C(=O)NC(=CC1=O)C2=O. Drug 2: CCC1(O)C(=O)OCc2c1cc1n(c2=O)Cc2cc3c(CN(C)C)c(O)ccc3nc2-1. Cell line: LOVO. Synergy scores: synergy=-5.57. (6) Drug 1: C=CCn1c(=O)c2cnc(Nc3ccc(N4CCN(C)CC4)cc3)nc2n1-c1cccc(C(C)(C)O)n1. Drug 2: COC1CC2CCC(C)C(O)(O2)C(=O)C(=O)N2CCCCC2C(=O)OC(C(C)CC2CCC(OP(C)(C)=O)C(OC)C2)CC(=O)C(C)C=C(C)C(O)C(OC)C(=O)C(C)CC(C)C=CC=CC=C1C. Cell line: OCUBM. Synergy scores: synergy=34.2.